From a dataset of Forward reaction prediction with 1.9M reactions from USPTO patents (1976-2016). Predict the product of the given reaction. Given the reactants [F:1][C:2]([F:25])([F:24])[C:3]1[CH:23]=[CH:22][C:6]([C:7]([C:9]2[N:13]([CH3:14])[C:12]([CH2:15][C:16]([O:18]CC)=[O:17])=[CH:11][C:10]=2[CH3:21])=[O:8])=[CH:5][CH:4]=1.C(I)CCCCC, predict the reaction product. The product is: [CH2:15]([C:12]1[N:13]([CH3:14])[C:9]([C:7](=[O:8])[C:6]2[CH:22]=[CH:23][C:3]([C:2]([F:24])([F:25])[F:1])=[CH:4][CH:5]=2)=[C:10]([CH3:21])[CH:11]=1)[CH3:16].[CH2:12]([CH2:15][C:16]([O-:18])=[O:17])[CH2:11][CH2:10][CH2:9][CH2:7][CH3:6].